From a dataset of Full USPTO retrosynthesis dataset with 1.9M reactions from patents (1976-2016). Predict the reactants needed to synthesize the given product. (1) Given the product [Br:61][CH2:62][C@@H:63]([OH:70])[CH2:64][C:65]([O:67][CH2:68][CH3:69])=[O:66], predict the reactants needed to synthesize it. The reactants are: O=C[C@@H]([C@H]([C@@H]([C@@H](CO)O)O)O)O.C1C=[N+]([C@@H]2O[C@H](COP(OP(OC[C@H]3O[C@@H](N4C5N=CN=C(N)C=5N=C4)[C@H](OP(O)(O)=O)[C@@H]3O)(O)=O)(O)=O)[C@@H](O)[C@H]2O)C=C(C(N)=O)C=1.[Br:61][CH2:62][C:63](=[O:70])[CH2:64][C:65]([O:67][CH2:68][CH3:69])=[O:66].[OH-].[Na+]. (2) Given the product [C:7]([NH:2][CH2:3][CH2:4][CH2:5][Br:6])([C:8]1[CH:13]=[CH:12][CH:11]=[CH:10][CH:9]=1)([C:20]1[CH:21]=[CH:22][CH:23]=[CH:24][CH:25]=1)[C:14]1[CH:15]=[CH:16][CH:17]=[CH:18][CH:19]=1, predict the reactants needed to synthesize it. The reactants are: Br.[NH2:2][CH2:3][CH2:4][CH2:5][Br:6].[C:7](Cl)([C:20]1[CH:25]=[CH:24][CH:23]=[CH:22][CH:21]=1)([C:14]1[CH:19]=[CH:18][CH:17]=[CH:16][CH:15]=1)[C:8]1[CH:13]=[CH:12][CH:11]=[CH:10][CH:9]=1.C(N(CC)CC)C. (3) Given the product [C:1]([C:5]1[CH:10]=[CH:9][C:8]([C:11]2[C:19]3[O:20][CH2:21][O:22][C:18]=3[CH:17]=[C:16]3[C:12]=2[CH2:13][C:14]([CH3:24])=[CH:15]3)=[CH:7][CH:6]=1)([CH3:4])([CH3:2])[CH3:3], predict the reactants needed to synthesize it. The reactants are: [C:1]([C:5]1[CH:10]=[CH:9][C:8]([C:11]2[C:19]3[O:20][CH2:21][O:22][C:18]=3[CH:17]=[C:16]3[C:12]=2[CH2:13][CH:14]([CH3:24])[C:15]3=O)=[CH:7][CH:6]=1)([CH3:4])([CH3:3])[CH3:2].[H-].[H-].[H-].[H-].[Li+].[Al+3].Cl. (4) The reactants are: [OH:1][C:2]1[C:3]([C:19]([C:22]2[CH:27]=[CH:26][CH:25]=[CH:24][CH:23]=2)(C)C)=[N:4][C:5]2[C:10]([C:11]=1[C:12]([OH:14])=[O:13])=[CH:9][CH:8]=[C:7]1CC[CH2:17][CH2:18][C:6]=21.[CH:28](C1C=CC=C2C=1NC(=O)C2=O)(C)[CH3:29].O[CH2:43]C(=O)CC(C1C=CC=CC=1)C. Given the product [OH:1][C:2]1[C:3]([CH2:19][CH:22]([C:23]2[CH:24]=[CH:25][CH:26]=[CH:29][CH:28]=2)[CH3:27])=[N:4][C:5]2[C:10]([C:11]=1[C:12]([OH:14])=[O:13])=[CH:9][CH:8]=[CH:7][C:6]=2[CH:18]([CH3:43])[CH3:17], predict the reactants needed to synthesize it.